Task: Predict the reactants needed to synthesize the given product.. Dataset: Full USPTO retrosynthesis dataset with 1.9M reactions from patents (1976-2016) (1) Given the product [C:17]([CH:21]1[CH2:26][CH2:25][C:24](=[CH:3][C:1]#[N:2])[CH2:23][CH2:22]1)([CH3:20])([CH3:19])[CH3:18], predict the reactants needed to synthesize it. The reactants are: [C:1]([CH2:3]P(=O)(OCC)OCC)#[N:2].C([Li])CCC.[C:17]([CH:21]1[CH2:26][CH2:25][C:24](=O)[CH2:23][CH2:22]1)([CH3:20])([CH3:19])[CH3:18].C(O)(=O)CC(CC(O)=O)(C(O)=O)O. (2) Given the product [NH2:36][C:7]1[N:8]([CH2:34][CH3:35])[C:9]2[C:14]([C:15](=[O:16])[C:6]=1[C:4]([OH:5])=[O:3])=[CH:13][CH:12]=[C:11]([C:17]1[CH:18]=[CH:19][C:20]([NH:23][C:24]([NH:26][CH2:27][C:28]3[CH:29]=[N:30][CH:31]=[CH:32][CH:33]=3)=[O:25])=[CH:21][CH:22]=1)[N:10]=2, predict the reactants needed to synthesize it. The reactants are: C([O:3][C:4]([C:6]1[C:15](=[O:16])[C:14]2[C:9](=[N:10][C:11]([C:17]3[CH:22]=[CH:21][C:20]([NH:23][C:24]([NH:26][CH2:27][C:28]4[CH:29]=[N:30][CH:31]=[CH:32][CH:33]=4)=[O:25])=[CH:19][CH:18]=3)=[CH:12][CH:13]=2)[N:8]([CH2:34][CH3:35])[C:7]=1[NH2:36])=[O:5])C.[OH-].[Na+].O.B(O)O.